This data is from Forward reaction prediction with 1.9M reactions from USPTO patents (1976-2016). The task is: Predict the product of the given reaction. (1) Given the reactants [Si]([O:8][CH2:9][C:10]1[N:14]([CH:15]([C:21]2[CH:26]=[CH:25][C:24]([C:27]#[N:28])=[CH:23][CH:22]=2)[CH2:16][C:17]([O:19][CH3:20])=[O:18])[CH:13]=[N:12][CH:11]=1)(C(C)(C)C)(C)C.C1(C)C=CC(S(O)(=O)=O)=CC=1, predict the reaction product. The product is: [OH:8][CH2:9][C:10]1[N:14]([CH:15]([C:21]2[CH:22]=[CH:23][C:24]([C:27]#[N:28])=[CH:25][CH:26]=2)[CH2:16][C:17]([O:19][CH3:20])=[O:18])[CH:13]=[N:12][CH:11]=1. (2) Given the reactants [C:1]([C:5]1[C:10]([CH:11]=O)=[CH:9][N:8]=[C:7]([NH:13][C:14]2[CH:19]=[CH:18][CH:17]=[C:16]([Cl:20])[CH:15]=2)[N:6]=1)([CH3:4])([CH3:3])[CH3:2].[NH:21]1[CH2:26][CH2:25][O:24][CH2:23][CH2:22]1.C(O)(=O)C.C(O[BH-](OC(=O)C)OC(=O)C)(=O)C.[Na+], predict the reaction product. The product is: [ClH:20].[C:1]([C:5]1[C:10]([CH2:11][N:21]2[CH2:26][CH2:25][O:24][CH2:23][CH2:22]2)=[CH:9][N:8]=[C:7]([NH:13][C:14]2[CH:19]=[CH:18][CH:17]=[C:16]([Cl:20])[CH:15]=2)[N:6]=1)([CH3:4])([CH3:3])[CH3:2]. (3) Given the reactants Br[CH2:2][C:3]([C:5]1[C:10]([CH3:11])=[CH:9][C:8]([O:12][C:13]2[N:18]=[CH:17][CH:16]=[CH:15][N:14]=2)=[CH:7][C:6]=1[CH3:19])=O.[NH2:20][C:21]([NH2:23])=[S:22], predict the reaction product. The product is: [CH3:19][C:6]1[CH:7]=[C:8]([O:12][C:13]2[N:18]=[CH:17][CH:16]=[CH:15][N:14]=2)[CH:9]=[C:10]([CH3:11])[C:5]=1[C:3]1[N:20]=[C:21]([NH2:23])[S:22][CH:2]=1. (4) Given the reactants [NH:1]1[CH2:6][CH2:5][CH:4]([CH2:7][OH:8])[CH2:3][CH2:2]1.Cl[CH2:10][C:11]1[C:12]([O:17][CH3:18])=[N:13][CH:14]=[CH:15][CH:16]=1.C(=O)([O-])[O-].[K+].[K+].O, predict the reaction product. The product is: [CH3:18][O:17][C:12]1[C:11]([CH2:10][N:1]2[CH2:6][CH2:5][CH:4]([CH2:7][OH:8])[CH2:3][CH2:2]2)=[CH:16][CH:15]=[CH:14][N:13]=1.